Dataset: Forward reaction prediction with 1.9M reactions from USPTO patents (1976-2016). Task: Predict the product of the given reaction. (1) Given the reactants [NH2:1][C:2]1[CH:7]=[C:6]([Br:8])[CH:5]=[CH:4][C:3]=1[NH:9][C:10]1[S:14][C:13]([C:15]([O:17][CH3:18])=[O:16])=[C:12]([O:19][C@@H:20]([C:22]2[CH:27]=[CH:26][CH:25]=[CH:24][C:23]=2[C:28]([F:31])([F:30])[F:29])[CH3:21])[CH:11]=1.[C:32]1(C)C=CC(S([O-])(=O)=O)=CC=1.[NH+]1C=CC=CC=1, predict the reaction product. The product is: [Br:8][C:6]1[CH:5]=[CH:4][C:3]2[N:9]([C:10]3[S:14][C:13]([C:15]([O:17][CH3:18])=[O:16])=[C:12]([O:19][C@@H:20]([C:22]4[CH:27]=[CH:26][CH:25]=[CH:24][C:23]=4[C:28]([F:30])([F:31])[F:29])[CH3:21])[CH:11]=3)[CH:32]=[N:1][C:2]=2[CH:7]=1. (2) Given the reactants [N:1]1[CH:6]=[CH:5][C:4]2[C:7]([O:9][C:10](=[O:11])[C:3]=2[CH:2]=1)=[O:8].[CH3:12][O-:13].[Na+], predict the reaction product. The product is: [CH3:12][O:13][C:7]([C:4]1[CH:5]=[CH:6][N:1]=[CH:2][C:3]=1[C:10]([OH:11])=[O:9])=[O:8]. (3) The product is: [Cl:17][C:7]1[C:6]([C:11]([F:14])([F:13])[F:12])=[CH:5][C:4]([N+:1]([O-:3])=[O:2])=[CH:9][N:8]=1. Given the reactants [N+:1]([C:4]1[CH:5]=[C:6]([C:11]([F:14])([F:13])[F:12])[C:7](O)=[N:8][CH:9]=1)([O-:3])=[O:2].P(Cl)(Cl)([Cl:17])=O, predict the reaction product. (4) Given the reactants [Br:1][C:2]1[CH:7]=[CH:6][C:5]([Cl:8])=[CH:4][C:3]=1[CH2:9][CH2:10][C:11](O)=[O:12].B.C1COCC1.CO, predict the reaction product. The product is: [Br:1][C:2]1[CH:7]=[CH:6][C:5]([Cl:8])=[CH:4][C:3]=1[CH2:9][CH2:10][CH2:11][OH:12]. (5) Given the reactants Cl[C:2]1[CH:3]=[CH:4][C:5]([C:14]([N:16]2[CH2:21][CH2:20][N:19]([C:22]3[C:27]([CH3:28])=[CH:26][C:25]([CH3:29])=[CH:24][N:23]=3)[CH2:18][CH2:17]2)=[O:15])=[C:6]([N:8]2[CH2:12][CH2:11][CH2:10][C:9]2=[O:13])[CH:7]=1.[NH:30]1[CH2:34][CH2:33][CH2:32][C:31]1=[O:35], predict the reaction product. The product is: [CH3:28][C:27]1[C:22]([N:19]2[CH2:20][CH2:21][N:16]([C:14]([C:5]3[CH:4]=[CH:3][C:2]([N:30]4[CH2:34][CH2:33][CH2:32][C:31]4=[O:35])=[CH:7][C:6]=3[N:8]3[CH2:12][CH2:11][CH2:10][C:9]3=[O:13])=[O:15])[CH2:17][CH2:18]2)=[N:23][CH:24]=[C:25]([CH3:29])[CH:26]=1. (6) Given the reactants C(C1C(=O)C(Cl)=C(Cl)C(=O)C=1C#N)#N.COC1C=CC(C[O:22][CH2:23][C:24]2[CH:25]=[C:26]3[CH2:49][C:31]4([C:39]5[C:34](=[N:35][CH:36]=[CH:37][CH:38]=5)[N:33]([CH2:40][O:41][CH2:42][CH2:43][Si:44]([CH3:47])([CH3:46])[CH3:45])[C:32]4=[O:48])[O:30][C:27]3=[N:28][CH:29]=2)=CC=1, predict the reaction product. The product is: [OH:22][CH2:23][C:24]1[CH:25]=[C:26]2[CH2:49][C:31]3([C:39]4[C:34](=[N:35][CH:36]=[CH:37][CH:38]=4)[N:33]([CH2:40][O:41][CH2:42][CH2:43][Si:44]([CH3:45])([CH3:46])[CH3:47])[C:32]3=[O:48])[O:30][C:27]2=[N:28][CH:29]=1. (7) Given the reactants N1(O[C:11](=[O:21])[C:12]2[CH:17]=[CH:16][C:15]([NH2:18])=[C:14]([O:19][CH3:20])[CH:13]=2)C2C=CC=CC=2N=N1.[CH3:22][N:23]([CH3:28])[CH2:24][CH2:25][CH2:26][NH2:27].C(N(CC)CC)C, predict the reaction product. The product is: [NH2:18][C:15]1[CH:16]=[CH:17][C:12]([C:11]([NH:27][CH2:26][CH2:25][CH2:24][N:23]([CH3:28])[CH3:22])=[O:21])=[CH:13][C:14]=1[O:19][CH3:20]. (8) Given the reactants [N:1]1[C:5]2[CH:6]=[CH:7][CH:8]=[CH:9][C:4]=2[NH:3][CH:2]=1.[Li:10]CCCC.CCCCCC, predict the reaction product. The product is: [N:1]1[C:5]2[CH:6]=[CH:7][CH:8]=[CH:9][C:4]=2[N-:3][CH:2]=1.[Li+:10]. (9) Given the reactants [N+:1]([CH:4]([C:10]1[CH:19]=[CH:18][C:17]2[C:12](=[CH:13][CH:14]=[CH:15][C:16]=2[CH2:20][CH:21]=[CH2:22])[N:11]=1)[C:5]([O:7][CH2:8][CH3:9])=[O:6])([O-])=O.[C:23](O)(=O)[CH3:24], predict the reaction product. The product is: [CH3:23][C:24]1[N:11]2[C:12]3[C:17]([CH:18]=[CH:19][C:10]2=[C:4]([C:5]([O:7][CH2:8][CH3:9])=[O:6])[N:1]=1)=[C:16]([CH2:20][CH:21]=[CH2:22])[CH:15]=[CH:14][CH:13]=3. (10) Given the reactants [CH2:1]([C:8]1[NH:12][N:11]=[C:10]([C:13]2[CH:18]=[CH:17][C:16]([CH2:19][NH2:20])=[CH:15][CH:14]=2)[CH:9]=1)[CH2:2][CH2:3][CH2:4][CH2:5][CH2:6][CH3:7].C(OC(N1CC[C@H](O)[C@H]1C(O)=O)=O)(C)(C)C, predict the reaction product. The product is: [CH2:1]([C:8]1[CH:9]=[C:10]([C:13]2[CH:18]=[CH:17][C:16]([C:19]#[N:20])=[CH:15][CH:14]=2)[NH:11][N:12]=1)[CH2:2][CH2:3][CH2:4][CH2:5][CH2:6][CH3:7].